Dataset: Full USPTO retrosynthesis dataset with 1.9M reactions from patents (1976-2016). Task: Predict the reactants needed to synthesize the given product. (1) Given the product [Br:1][C:2]1[CH:10]=[CH:9][C:5]([C:6]2[C:36]([C:37]3[NH:38][CH:39]=[CH:40][N:41]=3)=[CH:35][N:34]=[C:33]([NH:42][CH2:43][CH2:44][NH:45][C:13]3[CH:18]=[CH:17][C:16]([C:19]([F:22])([F:21])[F:20])=[CH:15][N:14]=3)[N:32]=2)=[C:4]([Cl:11])[CH:3]=1, predict the reactants needed to synthesize it. The reactants are: [Br:1][C:2]1[CH:10]=[CH:9][C:5]([C:6](Cl)=O)=[C:4]([Cl:11])[CH:3]=1.Cl[C:13]1[CH:18]=[CH:17][C:16]([C:19]([F:22])([F:21])[F:20])=[CH:15][N:14]=1.ClC1C=C(Cl)C=CC=1C1[C:36]([C:37]2[NH:38][CH:39]=[CH:40][N:41]=2)=[CH:35][N:34]=[C:33]([NH:42][CH2:43][CH2:44][NH:45]C2C=CC([N+]([O-])=O)=CN=2)[N:32]=1. (2) Given the product [F:26][C:25]1[CH:24]=[CH:23][C:10]([CH2:11][C:12]2[C:21]3[C:16](=[CH:17][CH:18]=[CH:19][CH:20]=3)[C:15](=[O:22])[NH:14][N:13]=2)=[CH:9][C:8]=1[C:6]([N:4]1[CH2:3][CH:2]([NH:1][CH:29]([CH:28]([CH3:32])[CH3:27])[CH3:30])[CH2:5]1)=[O:7], predict the reactants needed to synthesize it. The reactants are: [NH2:1][CH:2]1[CH2:5][N:4]([C:6]([C:8]2[CH:9]=[C:10]([CH:23]=[CH:24][C:25]=2[F:26])[CH2:11][C:12]2[C:21]3[C:16](=[CH:17][CH:18]=[CH:19][CH:20]=3)[C:15](=[O:22])[NH:14][N:13]=2)=[O:7])[CH2:3]1.[CH3:27][CH:28]([CH3:32])[C:29](=O)[CH3:30].C(O[BH-](OC(=O)C)OC(=O)C)(=O)C.[Na+].